Dataset: Peptide-MHC class I binding affinity with 185,985 pairs from IEDB/IMGT. Task: Regression. Given a peptide amino acid sequence and an MHC pseudo amino acid sequence, predict their binding affinity value. This is MHC class I binding data. (1) The MHC is HLA-A68:02 with pseudo-sequence HLA-A68:02. The peptide sequence is FQILHDRFF. The binding affinity (normalized) is 0.0847. (2) The peptide sequence is KTAVQMAVF. The MHC is HLA-B45:01 with pseudo-sequence HLA-B45:01. The binding affinity (normalized) is 0. (3) The peptide sequence is NTLISSDGAR. The binding affinity (normalized) is 0.282. The MHC is HLA-A03:01 with pseudo-sequence HLA-A03:01. (4) The peptide sequence is AIHPFALLL. The MHC is HLA-A01:01 with pseudo-sequence HLA-A01:01. The binding affinity (normalized) is 0.0847. (5) The peptide sequence is ITLDTMDDMK. The MHC is HLA-A31:01 with pseudo-sequence HLA-A31:01. The binding affinity (normalized) is 0.102. (6) The peptide sequence is KARDALDNL. The MHC is HLA-A30:01 with pseudo-sequence HLA-A30:01. The binding affinity (normalized) is 0.605. (7) The peptide sequence is FQKDAKVLF. The MHC is HLA-B48:01 with pseudo-sequence HLA-B48:01. The binding affinity (normalized) is 0.362. (8) The peptide sequence is REEAIRHVRA. The MHC is HLA-B18:01 with pseudo-sequence HLA-B18:01. The binding affinity (normalized) is 0. (9) The peptide sequence is YSLLNRKAI. The MHC is HLA-B57:01 with pseudo-sequence HLA-B57:01. The binding affinity (normalized) is 0.0847. (10) The peptide sequence is STVDEQIQWM. The MHC is Mamu-A01 with pseudo-sequence Mamu-A01. The binding affinity (normalized) is 0.339.